Dataset: NCI-60 drug combinations with 297,098 pairs across 59 cell lines. Task: Regression. Given two drug SMILES strings and cell line genomic features, predict the synergy score measuring deviation from expected non-interaction effect. Synergy scores: CSS=23.8, Synergy_ZIP=-1.72, Synergy_Bliss=-3.73, Synergy_Loewe=-10.7, Synergy_HSA=-2.18. Drug 2: CN1C2=C(C=C(C=C2)N(CCCl)CCCl)N=C1CCCC(=O)O.Cl. Drug 1: C1=C(C(=O)NC(=O)N1)N(CCCl)CCCl. Cell line: IGROV1.